Dataset: Catalyst prediction with 721,799 reactions and 888 catalyst types from USPTO. Task: Predict which catalyst facilitates the given reaction. (1) Reactant: Br[C:2]1[CH:3]=[C:4]2[C:9](=[C:10]([F:12])[CH:11]=1)[N:8]=[CH:7][CH:6]=[CH:5]2.C(=O)([O-])[O-].[K+].[K+].[CH2:19](B([CH2:19][CH2:20][CH2:21][CH3:22])[CH2:19][CH2:20][CH2:21][CH3:22])[CH2:20][CH2:21][CH3:22]. Product: [CH2:19]([C:2]1[CH:3]=[C:4]2[C:9](=[C:10]([F:12])[CH:11]=1)[N:8]=[CH:7][CH:6]=[CH:5]2)[CH2:20][CH2:21][CH3:22]. The catalyst class is: 827. (2) Reactant: [CH3:1][C:2]1[S:6][C:5]([NH:7][C:8]([N:10]2[CH2:14][CH2:13][CH2:12][CH2:11]2)=[O:9])=[N:4][CH:3]=1.Cl[C:16]1[CH:29]=[C:28]2[C:23](N=CC=C2)=[C:22]2[C:17]=1C=CC=N2.C(=O)([O-])[O-].[Cs+].[Cs+].IC1C=CC=CC=1.[OH-].[NH4+].O. Product: [CH3:1][C:2]1[S:6]/[C:5](=[N:7]\[C:8]([N:10]2[CH2:14][CH2:13][CH2:12][CH2:11]2)=[O:9])/[N:4]([C:16]2[CH:29]=[CH:28][CH:23]=[CH:22][CH:17]=2)[CH:3]=1. The catalyst class is: 60. (3) Reactant: [CH3:1][N:2]1[CH2:7][CH2:6][NH:5][CH2:4][CH2:3]1.F[C:9]1[CH:29]=[CH:28][C:12]([C:13]([NH:15][C:16]2[N:17]=[CH:18][N:19]3[C:23]([C:24]([F:27])([F:26])[F:25])=[CH:22][S:21][C:20]=23)=[O:14])=[CH:11][CH:10]=1. Product: [CH3:1][N:2]1[CH2:7][CH2:6][N:5]([C:9]2[CH:29]=[CH:28][C:12]([C:13]([NH:15][C:16]3[N:17]=[CH:18][N:19]4[C:23]([C:24]([F:27])([F:26])[F:25])=[CH:22][S:21][C:20]=34)=[O:14])=[CH:11][CH:10]=2)[CH2:4][CH2:3]1. The catalyst class is: 37.